This data is from Full USPTO retrosynthesis dataset with 1.9M reactions from patents (1976-2016). The task is: Predict the reactants needed to synthesize the given product. (1) Given the product [Cl:25][C:22]1[CH:21]=[CH:20][C:19]([CH:12]([CH2:13][CH:14]2[CH2:15][CH2:16][CH2:17][CH2:18]2)[C:11]([NH:10][C:7]2[CH:8]=[CH:9][C:4]([C:3]([OH:27])=[O:2])=[CH:5][N:6]=2)=[O:26])=[CH:24][CH:23]=1, predict the reactants needed to synthesize it. The reactants are: C[O:2][C:3](=[O:27])[C:4]1[CH:9]=[CH:8][C:7]([NH:10][C:11](=[O:26])[CH:12]([C:19]2[CH:24]=[CH:23][C:22]([Cl:25])=[CH:21][CH:20]=2)[CH2:13][CH:14]2[CH2:18][CH2:17][CH2:16][CH2:15]2)=[N:6][CH:5]=1.O.CO.[OH-].[Na+]. (2) Given the product [CH:29]1[C:41]2[CH:40]([CH2:42][O:43][C:44]([NH:46][C:47]([CH3:72])([C:49]([NH:51][C@H:52]([C:56]([N:58]([C@@H:60]([C@@H:68]([CH3:71])[CH2:69][CH3:70])[C@H:61]([O:66][CH3:67])[CH2:62][C:63]([N:25]3[CH2:26][CH2:27][CH2:28][C@H:24]3[C@H:3]([O:2][CH3:1])[C@@H:4]([CH3:23])[C:5]([NH:7][C@@H:8]([CH2:9][C:10]3[CH:11]=[CH:12][CH:13]=[CH:14][CH:15]=3)[C:16]([O:18][C:19]([CH3:22])([CH3:21])[CH3:20])=[O:17])=[O:6])=[O:64])[CH3:59])=[O:57])[CH:53]([CH3:55])[CH3:54])=[O:50])[CH3:48])=[O:45])[C:39]3[C:34](=[CH:35][CH:36]=[CH:37][CH:38]=3)[C:33]=2[CH:32]=[CH:31][CH:30]=1, predict the reactants needed to synthesize it. The reactants are: [CH3:1][O:2][C@@H:3]([C@@H:24]1[CH2:28][CH2:27][CH2:26][NH:25]1)[C@@H:4]([CH3:23])[C:5]([NH:7][C@H:8]([C:16]([O:18][C:19]([CH3:22])([CH3:21])[CH3:20])=[O:17])[CH2:9][C:10]1[CH:15]=[CH:14][CH:13]=[CH:12][CH:11]=1)=[O:6].[CH:29]1[C:41]2[CH:40]([CH2:42][O:43][C:44]([NH:46][C:47]([CH3:72])([C:49]([NH:51][C@H:52]([C:56]([N:58]([C@@H:60]([C@@H:68]([CH3:71])[CH2:69][CH3:70])[C@H:61]([O:66][CH3:67])[CH2:62][C:63](O)=[O:64])[CH3:59])=[O:57])[CH:53]([CH3:55])[CH3:54])=[O:50])[CH3:48])=[O:45])[C:39]3[C:34](=[CH:35][CH:36]=[CH:37][CH:38]=3)[C:33]=2[CH:32]=[CH:31][CH:30]=1.CN(C(ON1N=NC2C=CC=NC1=2)=[N+](C)C)C.F[P-](F)(F)(F)(F)F.CCN(C(C)C)C(C)C. (3) The reactants are: [Mg].Br[C:3]1[CH:8]=[CH:7][C:6]([S:9][CH3:10])=[C:5]([O:11][CH3:12])[CH:4]=1.II.CON(C)[C:18](=[O:29])[C@@H:19]([NH:21][C:22](=[O:28])[O:23][C:24]([CH3:27])([CH3:26])[CH3:25])[CH3:20]. Given the product [CH3:12][O:11][C:5]1[CH:4]=[C:3]([C:18](=[O:29])[C@H:19]([NH:21][C:22](=[O:28])[O:23][C:24]([CH3:26])([CH3:25])[CH3:27])[CH3:20])[CH:8]=[CH:7][C:6]=1[S:9][CH3:10], predict the reactants needed to synthesize it. (4) Given the product [F:17][C:13]1[CH:12]=[C:11]2[C:16]([C:8]([C:5]3[CH:4]=[CH:3][C:2]([N:31]4[CH2:32][CH2:33][CH:28]([NH2:27])[CH2:29][CH2:30]4)=[N:7][CH:6]=3)=[CH:9][N:10]2[S:18]([C:21]2[CH:26]=[CH:25][CH:24]=[CH:23][CH:22]=2)(=[O:20])=[O:19])=[CH:15][CH:14]=1, predict the reactants needed to synthesize it. The reactants are: Cl[C:2]1[N:7]=[CH:6][C:5]([C:8]2[C:16]3[C:11](=[CH:12][C:13]([F:17])=[CH:14][CH:15]=3)[N:10]([S:18]([C:21]3[CH:26]=[CH:25][CH:24]=[CH:23][CH:22]=3)(=[O:20])=[O:19])[CH:9]=2)=[CH:4][CH:3]=1.[NH2:27][CH:28]1[CH2:33][CH2:32][N:31](C(OC(C)(C)C)=O)[CH2:30][CH2:29]1. (5) Given the product [CH:6]([C:7]1[NH:4][CH2:1][CH2:2][NH:3][C:9](=[O:10])[CH:8]=1)([CH3:15])[CH3:5], predict the reactants needed to synthesize it. The reactants are: [CH2:1]([NH2:4])[CH2:2][NH2:3].[CH3:5][CH:6]([CH3:15])[C:7](=O)[CH2:8][C:9](OCC)=[O:10].